Predict the product of the given reaction. From a dataset of Forward reaction prediction with 1.9M reactions from USPTO patents (1976-2016). The product is: [F:1][C:2]([F:22])([C:11]1[CH:16]=[CH:15][CH:14]=[C:13]([O:17][CH2:18][CH2:19][CH2:20][CH3:21])[CH:12]=1)[CH2:3][N:4]([CH3:25])[CH2:5][C:6]([N:8]([CH3:10])[CH3:9])=[O:7]. Given the reactants [F:1][C:2]([F:22])([C:11]1[CH:16]=[CH:15][CH:14]=[C:13]([O:17][CH2:18][CH2:19][CH2:20][CH3:21])[CH:12]=1)[CH2:3][NH:4][CH2:5][C:6]([N:8]([CH3:10])[CH3:9])=[O:7].C=O.[C:25](O)(=O)C, predict the reaction product.